This data is from Full USPTO retrosynthesis dataset with 1.9M reactions from patents (1976-2016). The task is: Predict the reactants needed to synthesize the given product. (1) The reactants are: [C:1](Cl)(=O)C.[NH2:5][C:6]1[C:10]([CH3:11])=[C:9]([CH3:12])[NH:8][C:7]=1[C:13]([O:15]C)=O.[CH3:17][CH2:18][N:19](C(C)C)C(C)C.C([O-])(O)=O.[Na+].[OH-].[Na+].COS(OC)(=O)=O. Given the product [CH3:17][C:18]1[NH:19][C:13](=[O:15])[C:7]2[N:8]([CH3:1])[C:9]([CH3:12])=[C:10]([CH3:11])[C:6]=2[N:5]=1, predict the reactants needed to synthesize it. (2) Given the product [CH:33]1([CH2:38][C@H:15]([C:16]2[CH:17]=[CH:18][CH:19]=[CH:20][CH:21]=2)[C:14]([N:3]2[C@H:2]([CH3:1])[C@H:6]([C:7]3[CH:8]=[CH:9][CH:10]=[CH:11][CH:12]=3)[O:5][C:4]2=[O:13])=[O:22])[CH2:37][CH2:36][CH2:35][CH2:34]1, predict the reactants needed to synthesize it. The reactants are: [CH3:1][C@@H:2]1[C@H:6]([C:7]2[CH:12]=[CH:11][CH:10]=[CH:9][CH:8]=2)[O:5][C:4](=[O:13])[N:3]1[C:14](=[O:22])[CH2:15][C:16]1[CH:21]=[CH:20][CH:19]=[CH:18][CH:17]=1.C[Si]([N-][Si](C)(C)C)(C)C.[Li+].[CH:33]1([CH2:38]OS(C(F)(F)F)(=O)=O)[CH2:37][CH2:36][CH2:35][CH2:34]1. (3) Given the product [Br:1][C:2]1[CH:7]=[CH:6][C:5]([CH2:8][CH2:9][O:10][C:14]([CH3:21])([CH3:20])[C:15]([O:17][CH2:18][CH3:19])=[O:16])=[CH:4][CH:3]=1, predict the reactants needed to synthesize it. The reactants are: [Br:1][C:2]1[CH:7]=[CH:6][C:5]([CH2:8][CH2:9][OH:10])=[CH:4][CH:3]=1.[H-].[Na+].Br[C:14]([CH3:21])([CH3:20])[C:15]([O:17][CH2:18][CH3:19])=[O:16].C(OCC)(=O)C. (4) The reactants are: [N+:1]([O-:4])(O)=[O:2].S(=O)(=O)(O)O.[CH3:10][O:11][C:12](=[O:21])[C:13]1[CH:18]=[CH:17][C:16]([F:19])=[CH:15][C:14]=1[F:20]. Given the product [CH3:10][O:11][C:12](=[O:21])[C:13]1[CH:18]=[C:17]([N+:1]([O-:4])=[O:2])[C:16]([F:19])=[CH:15][C:14]=1[F:20], predict the reactants needed to synthesize it. (5) Given the product [CH:7]1[C:8]2[C:12]3[N:24]([CH:26]=[N:11][C:9]=2[N:10]=[CH:5][N:6]=1)[C:15]1[C:14](=[CH:19][CH:18]=[N:17][CH:16]=1)[N:13]=3, predict the reactants needed to synthesize it. The reactants are: C([C:5]1[N:10]=[C:9]([NH2:11])[C:8]([C:12]2[NH:24][C:15]3[CH:16]=[N:17][C:18](C(C)(C)C)=[CH:19][C:14]=3[N:13]=2)=[CH:7][N:6]=1)(C)(C)C.N[C:26]1C(C2NC3C=CC=CC=3N=2)=CC=CN=1. (6) Given the product [F:1][C:2]1[CH:3]=[CH:4][C:5]([C:8]2([CH2:21][O:22][CH2:23][C:24]3[C:32]4[N:31]=[N:30][N:29]([CH3:33])[C:28]=4[CH:27]=[C:26]([C:34]([F:37])([F:35])[F:36])[CH:25]=3)[CH2:13][CH2:12][N:11]([CH3:14])[CH2:10][CH2:9]2)=[CH:6][CH:7]=1, predict the reactants needed to synthesize it. The reactants are: [F:1][C:2]1[CH:7]=[CH:6][C:5]([C:8]2([CH2:21][O:22][CH2:23][C:24]3[C:32]4[N:31]=[N:30][N:29]([CH3:33])[C:28]=4[CH:27]=[C:26]([C:34]([F:37])([F:36])[F:35])[CH:25]=3)[CH2:13][CH2:12][N:11]([C:14](OC(C)(C)C)=O)[CH2:10][CH2:9]2)=[CH:4][CH:3]=1.C([BH3-])#N.[Na+].C=O. (7) Given the product [CH2:35]([NH:42][C:12]1[C:13]2[C:18]([O:19][CH3:20])=[N:17][CH:16]=[N:15][C:14]=2[N:9]([O:8][CH2:1][C:2]2[CH:7]=[CH:6][CH:5]=[CH:4][CH:3]=2)[C:10](=[O:27])[C:11]=1[C:22]([O:24][CH2:25][CH3:26])=[O:23])[C:36]1[CH:41]=[CH:40][CH:39]=[CH:38][CH:37]=1, predict the reactants needed to synthesize it. The reactants are: [CH2:1]([O:8][N:9]1[C:14]2[N:15]=[CH:16][N:17]=[C:18]([O:19][CH3:20])[C:13]=2[C:12](O)=[C:11]([C:22]([O:24][CH2:25][CH3:26])=[O:23])[C:10]1=[O:27])[C:2]1[CH:7]=[CH:6][CH:5]=[CH:4][CH:3]=1.C(N(CC)CC)C.[CH2:35]([NH2:42])[C:36]1[CH:41]=[CH:40][CH:39]=[CH:38][CH:37]=1.